The task is: Regression. Given a peptide amino acid sequence and an MHC pseudo amino acid sequence, predict their binding affinity value. This is MHC class I binding data.. This data is from Peptide-MHC class I binding affinity with 185,985 pairs from IEDB/IMGT. The peptide sequence is RFRCVGPAP. The MHC is HLA-A11:01 with pseudo-sequence HLA-A11:01. The binding affinity (normalized) is 0.0847.